Dataset: Forward reaction prediction with 1.9M reactions from USPTO patents (1976-2016). Task: Predict the product of the given reaction. (1) Given the reactants [NH2:1][C:2]1[S:3][C:4]([C:8]([O:10][CH2:11][CH3:12])=[O:9])=[C:5]([CH3:7])[N:6]=1.C(N(CC)CC)C.Cl.[C:21](Cl)(=[O:28])[C:22]1[CH:27]=[CH:26][N:25]=[CH:24][CH:23]=1, predict the reaction product. The product is: [C:21]([NH:1][C:2]1[S:3][C:4]([C:8]([O:10][CH2:11][CH3:12])=[O:9])=[C:5]([CH3:7])[N:6]=1)(=[O:28])[C:22]1[CH:27]=[CH:26][N:25]=[CH:24][CH:23]=1. (2) Given the reactants [CH2:1]1[O:5][C@@H:4]2[C@@H:6]([OH:9])[CH2:7][O:8][C@@H:3]2[C@@H:2]1[OH:10].C1O[C@@H]2[C@H](O)CO[C@@H]2[C@@H]1O.C1O[C@@H]2[C@@H](O)CO[C@@H]2[C@H]1O.[OH:31][CH2:32][C@@H:33]([C@H:35]([C@@H:37]([C@@H:39]([CH2:41][OH:42])[OH:40])[OH:38])[OH:36])[OH:34].C(O)[C@H]([C@H]([C@@H]([C@@H](CO)O)O)O)O, predict the reaction product. The product is: [CH2:1]1[O:5][C@@H:4]2[C@@H:6]([OH:9])[CH2:7][O:8][C@@H:3]2[C@H:2]1[OH:10].[O:31]=[CH:32][C@@H:33]([C@H:35]([C@@H:37]([C@H:39]([CH2:41][OH:42])[OH:40])[OH:38])[OH:36])[OH:34]. (3) Given the reactants [CH3:1][S:2][C:3]1[C:8]2[CH:9]=[C:10]3[N:14]([C:7]=2[CH:6]=[CH:5][N:4]=1)[CH2:13][CH2:12][CH:11]3O.C[Si]([N-][Si](C)(C)C)(C)C.[Na+].P(Cl)(OC1C=CC=CC=1)(OC1C=CC=CC=1)=O.[C:43]([O:50][CH3:51])(=[O:49])[CH2:44][C:45]([O:47][CH3:48])=[O:46], predict the reaction product. The product is: [CH3:1][S:2][C:3]1[C:8]2[CH:9]=[C:10]3[N:14]([C:7]=2[CH:6]=[CH:5][N:4]=1)[CH2:13][CH2:12][CH:11]3[CH:44]([C:43]([O:50][CH3:51])=[O:49])[C:45]([O:47][CH3:48])=[O:46]. (4) Given the reactants Cl.C(O[C@H](C)C([N:13]1[C:21]2[C:16](=[CH:17][CH:18]=[CH:19][CH:20]=2)[CH2:15][CH:14]1[CH:22]([CH3:24])[CH3:23])=O)C1C=CC=CC=1, predict the reaction product. The product is: [CH:22]([CH:14]1[CH2:15][C:16]2[C:21](=[CH:20][CH:19]=[CH:18][CH:17]=2)[NH:13]1)([CH3:24])[CH3:23]. (5) Given the reactants C([C:5]1[CH:10]=[CH:9][C:8]([C:11]2[CH:16]=[CH:15][CH:14]=[CH:13][CH:12]=2)=[C:7]([CH2:17]Cl)[C:6]=1[CH2:19]Cl)(C)(C)C.[C:21]([O:26]C)(=O)[CH:22]([CH3:24])[CH3:23].O, predict the reaction product. The product is: [C:6]([C:14]1[CH:15]=[CH:16][C:11]([C:8]2[CH:9]=[CH:10][CH:5]=[C:6]3[C:7]=2[CH2:17][C:21]([CH:22]([CH3:24])[CH3:23])([OH:26])[CH2:19]3)=[CH:12][CH:13]=1)([CH3:19])([CH3:7])[CH3:5]. (6) Given the reactants [CH3:1][C:2]1([CH3:17])[O:6][C@@H:5]([C:7](Cl)=[N:8]OS(C)(=O)=O)[C:4]([CH3:16])([CH3:15])[O:3]1.[S-:18][C:19]#[N:20].[Na+].N1C=CC=CC=1.[N:28]1[CH:33]=[CH:32][CH:31]=[CH:30][C:29]=1[S:34][C:35]1[CH:36]=[C:37]([O:42][C:43]2[C:44]([CH3:50])=[N:45][N:46]([CH3:49])[C:47]=2[CH3:48])[C:38]([NH2:41])=[N:39][CH:40]=1, predict the reaction product. The product is: [N:28]1[CH:33]=[CH:32][CH:31]=[CH:30][C:29]=1[S:34][C:35]1[CH:36]=[C:37]([O:42][C:43]2[C:44]([CH3:50])=[N:45][N:46]([CH3:49])[C:47]=2[CH3:48])[C:38]([NH:41][C:19]2[S:18][N:8]=[C:7]([C@H:5]3[C:4]([CH3:15])([CH3:16])[O:3][C:2]([CH3:1])([CH3:17])[O:6]3)[N:20]=2)=[N:39][CH:40]=1. (7) Given the reactants [CH3:1][O:2][C:3](=[O:24])[C:4]1[CH:9]=[C:8]([C:10](=[O:12])[CH3:11])[C:7]([NH2:13])=[C:6]([F:14])[C:5]=1[NH:15][C:16]1[CH:21]=[CH:20][C:19]([Br:22])=[CH:18][C:17]=1[F:23].OS(O)(=O)=O.[N:30]([O-])=O.[Na+], predict the reaction product. The product is: [CH3:1][O:2][C:3]([C:4]1[CH:9]=[C:8]2[C:7](=[C:6]([F:14])[C:5]=1[NH:15][C:16]1[CH:21]=[CH:20][C:19]([Br:22])=[CH:18][C:17]=1[F:23])[N:13]=[N:30][CH:11]=[C:10]2[OH:12])=[O:24]. (8) The product is: [CH3:36][N:37]([CH2:2][C:3]1[C:11]2[O:10][N:9]=[C:8]([CH2:12][CH2:13][CH:14]3[CH2:19][CH2:18][N:17]([C:20]([O:22][C:23]([CH3:24])([CH3:25])[CH3:26])=[O:21])[CH2:16][CH2:15]3)[C:7]=2[CH:6]=[CH:5][C:4]=1[O:27][CH2:28][CH2:29][CH3:30])[CH3:38]. Given the reactants O[CH2:2][C:3]1[C:11]2[O:10][N:9]=[C:8]([CH2:12][CH2:13][CH:14]3[CH2:19][CH2:18][N:17]([C:20]([O:22][C:23]([CH3:26])([CH3:25])[CH3:24])=[O:21])[CH2:16][CH2:15]3)[C:7]=2[CH:6]=[CH:5][C:4]=1[O:27][CH2:28][CH2:29][CH3:30].CS(Cl)(=O)=O.[CH3:36][NH:37][CH3:38].[I-].[Na+].[Cl-].[Na+], predict the reaction product. (9) Given the reactants [C-:1]#[N:2].[Na+].[CH2:4]([C:6]1[CH:13]=[C:12]([CH3:14])[CH:11]=[C:10]([CH2:15][CH3:16])[C:7]=1[CH2:8]Cl)[CH3:5], predict the reaction product. The product is: [CH2:4]([C:6]1[CH:13]=[C:12]([CH3:14])[CH:11]=[C:10]([CH2:15][CH3:16])[C:7]=1[CH2:8][C:1]#[N:2])[CH3:5].